From a dataset of Reaction yield outcomes from USPTO patents with 853,638 reactions. Predict the reaction yield, written as a fraction of the theoretical maximum amount of product (1.0 means a 100% yield; for example, 0.34 means a 34% yield). The reactants are [NH2:1][C:2]1[C:10]2[C:5](=[CH:6][C:7]([Br:11])=[CH:8][CH:9]=2)[NH:4][C:3]=1[C:12]([NH2:14])=[O:13].[O:15]=[C:16](Cl)OC(Cl)(Cl)Cl.O. The yield is 0.990. The product is [Br:11][C:7]1[CH:8]=[CH:9][C:10]2[C:2]3[NH:1][C:16](=[O:15])[NH:14][C:12](=[O:13])[C:3]=3[NH:4][C:5]=2[CH:6]=1. The catalyst is O1CCOCC1.